Predict the reactants needed to synthesize the given product. From a dataset of Full USPTO retrosynthesis dataset with 1.9M reactions from patents (1976-2016). (1) Given the product [Cl:46][C:47]1[CH:63]=[CH:62][CH:61]=[C:60]([F:64])[C:48]=1[CH2:49][N:50]1[CH2:51][CH2:52][N:53]([CH2:24][CH2:25][CH2:20][NH:19][C:14]2[N:13]=[C:12]([NH:11][C:5]3[CH:6]=[CH:7][C:8]4[O:9][CH2:10][CH2:1][O:2][C:3]=4[CH:4]=3)[C:17]([F:18])=[CH:16][N:15]=2)[CH2:54][CH2:55]1, predict the reactants needed to synthesize it. The reactants are: [CH2:1]1[CH2:10][O:9][C:8]2[CH:7]=[CH:6][C:5]([NH:11][C:12]3[C:17]([F:18])=[CH:16][N:15]=[C:14]([NH:19][C:20]4[CH:25]=[CH:24]C=C(O)C=4)[N:13]=3)=[CH:4][C:3]=2[O:2]1.ClC1N=C(NC2C=CC3OCCOC=3C=2)C(F)=CN=1.[Cl:46][C:47]1[CH:63]=[CH:62][CH:61]=[C:60]([F:64])[C:48]=1[CH2:49][N:50]1[CH2:55][CH2:54][N:53](CCCN)[CH2:52][CH2:51]1. (2) Given the product [F:1][C:2]1[C:3]([C:13](=[O:21])/[C:14](/[C:15]2[N:19]([CH3:20])[N:18]=[CH:17][N:16]=2)=[CH:27]/[C:26]2[CH:29]=[CH:30][C:23]([F:22])=[CH:24][CH:25]=2)=[C:4]([CH:9]=[C:10]([F:12])[CH:11]=1)[C:5]([O:7][CH3:8])=[O:6], predict the reactants needed to synthesize it. The reactants are: [F:1][C:2]1[C:3]([C:13](=[O:21])[CH2:14][C:15]2[N:19]([CH3:20])[N:18]=[CH:17][N:16]=2)=[C:4]([CH:9]=[C:10]([F:12])[CH:11]=1)[C:5]([O:7][CH3:8])=[O:6].[F:22][C:23]1[CH:30]=[CH:29][C:26]([CH:27]=O)=[CH:25][CH:24]=1.N1CCC[C@H]1C(O)=O. (3) Given the product [Br:1][C:2]1[C:3]([N:12]2[CH2:17][CH2:16][N:15]([CH2:18][C:19]3[S:20][CH:21]=[CH:22][N:23]=3)[CH2:14][CH2:13]2)=[C:4]2[N:9]=[C:35]([C:34]3[CH:33]=[CH:32][C:31]([CH2:30][N:27]4[CH2:28][CH2:29][O:24][CH2:25][CH2:26]4)=[CH:38][CH:37]=3)[NH:8][C:5]2=[N:6][CH:7]=1, predict the reactants needed to synthesize it. The reactants are: [Br:1][C:2]1[C:3]([N:12]2[CH2:17][CH2:16][N:15]([CH2:18][C:19]3[S:20][CH:21]=[CH:22][N:23]=3)[CH2:14][CH2:13]2)=[C:4]([N+:9]([O-])=O)[C:5]([NH2:8])=[N:6][CH:7]=1.[O:24]1[CH2:29][CH2:28][N:27]([CH2:30][C:31]2[CH:38]=[CH:37][C:34]([CH:35]=O)=[CH:33][CH:32]=2)[CH2:26][CH2:25]1.[O-]S(S([O-])=O)=O.[Na+].[Na+]. (4) The reactants are: [CH2:1]([CH:3]1[N:12]2[C:7](=[CH:8][C:9](=[O:18])[C:10]([C:13]([O:15][CH2:16][CH3:17])=[O:14])=[CH:11]2)[C:6]2[CH:19]=[C:20]([O:24][CH3:25])[C:21]([OH:23])=[CH:22][C:5]=2[CH2:4]1)[CH3:2].Br[CH2:27][CH2:28][CH:29]1[CH2:34][CH2:33][CH2:32][CH2:31][CH2:30]1.C([O-])([O-])=O.[K+].[K+].O. Given the product [CH:29]1([CH2:28][CH2:27][O:23][C:21]2[C:20]([O:24][CH3:25])=[CH:19][C:6]3[C:7]4[N:12]([CH:3]([CH2:1][CH3:2])[CH2:4][C:5]=3[CH:22]=2)[CH:11]=[C:10]([C:13]([O:15][CH2:16][CH3:17])=[O:14])[C:9](=[O:18])[CH:8]=4)[CH2:34][CH2:33][CH2:32][CH2:31][CH2:30]1, predict the reactants needed to synthesize it. (5) Given the product [CH3:12][C:10]1[CH:9]=[CH:8][C:7]2[O:13][CH:2]([C:14]3[CH:19]=[CH:18][CH:17]=[CH:16][CH:15]=3)[C:3](=[O:4])[NH:5][C:6]=2[CH:11]=1, predict the reactants needed to synthesize it. The reactants are: Br[CH:2]([C:14]1[CH:19]=[CH:18][CH:17]=[CH:16][CH:15]=1)[C:3]([NH:5][C:6]1[CH:11]=[C:10]([CH3:12])[CH:9]=[CH:8][C:7]=1[OH:13])=[O:4].C(=O)([O-])[O-].[K+].[K+].O.Cl. (6) Given the product [Cl:1][C:2]1[CH:3]=[CH:4][C:5]([CH:8]([N:12]2[CH2:17][CH2:16][CH2:15][CH2:14][CH2:13]2)[C:9]([O:11][C@@H:45]2[CH:46]3[CH2:49][CH2:50][N:43]([CH2:48][CH2:47]3)[CH2:44]2)=[O:10])=[CH:6][CH:7]=1, predict the reactants needed to synthesize it. The reactants are: [Cl:1][C:2]1[CH:7]=[CH:6][C:5]([CH:8]([N:12]2[CH2:17][CH2:16][CH2:15][CH2:14][CH2:13]2)[C:9]([OH:11])=[O:10])=[CH:4][CH:3]=1.C1CCC(N=C=NC2CCCCC2)CC1.C1C=CC2N(O)N=NC=2C=1.[N:43]12[CH2:50][CH2:49][CH:46]([CH2:47][CH2:48]1)[C@@H:45](O)[CH2:44]2. (7) Given the product [Cl-:44].[C:1]([NH:5][C:6]([C:8]1([C:14]2[CH:19]=[CH:18][CH:17]=[CH:16][C:15]=2[F:20])[CH2:13][CH2:12][N:11]([C:34]([C@@H:31]2[CH2:32][CH2:33][NH2+:28][CH2:29][C@H:30]2[C:37]2[CH:38]=[CH:39][C:40]([F:43])=[CH:41][CH:42]=2)=[O:35])[CH2:10][CH2:9]1)=[O:7])([CH3:4])([CH3:2])[CH3:3], predict the reactants needed to synthesize it. The reactants are: [C:1]([NH:5][C:6]([C:8]1([C:14]2[CH:19]=[CH:18][CH:17]=[CH:16][C:15]=2[F:20])[CH2:13][CH2:12][NH:11][CH2:10][CH2:9]1)=[O:7])([CH3:4])([CH3:3])[CH3:2].C(OC([N:28]1[CH2:33][CH2:32][C@@H:31]([C:34](O)=[O:35])[C@H:30]([C:37]2[CH:42]=[CH:41][C:40]([F:43])=[CH:39][CH:38]=2)[CH2:29]1)=O)(C)(C)C.[ClH:44].CN(C)CCCN=C=NCC.ON1C2C=CC=CC=2N=N1.